Dataset: Peptide-MHC class I binding affinity with 185,985 pairs from IEDB/IMGT. Task: Regression. Given a peptide amino acid sequence and an MHC pseudo amino acid sequence, predict their binding affinity value. This is MHC class I binding data. The peptide sequence is VTAKWLWGF. The MHC is HLA-A26:01 with pseudo-sequence HLA-A26:01. The binding affinity (normalized) is 0.126.